Dataset: Full USPTO retrosynthesis dataset with 1.9M reactions from patents (1976-2016). Task: Predict the reactants needed to synthesize the given product. (1) Given the product [CH2:1]([C:3]1[N:7]2[CH:8]=[CH:9][C:10]([NH2:12])=[CH:11][C:6]2=[N:5][C:4]=1[CH2:20][CH2:21][CH3:22])[CH3:2], predict the reactants needed to synthesize it. The reactants are: [CH2:1]([C:3]1[N:7]2[CH:8]=[CH:9][C:10]([NH:12]C(=O)OC(C)(C)C)=[CH:11][C:6]2=[N:5][C:4]=1[CH2:20][CH2:21][CH3:22])[CH3:2].C(OCC)(=O)C.Cl. (2) Given the product [CH2:1]([C:5]1[NH:6][CH:7]=[C:8]([CH2:21][O:22][CH:12]([Si:11]([CH3:10])([CH3:17])[CH3:18])[CH3:13])[N:9]=1)[CH2:2][CH2:3][CH3:4], predict the reactants needed to synthesize it. The reactants are: [CH2:1]([C:5]1[NH:6][CH:7]=[CH:8][N:9]=1)[CH2:2][CH2:3][CH3:4].[CH3:10][Si:11]([CH3:18])([CH3:17])[CH2:12][CH2:13]OCCl.CN(C)[CH:21]=[O:22]. (3) Given the product [C:43]([N:46]1[C:55]2[C:50](=[CH:51][C:52]([C:56]([NH:58][CH3:59])=[O:57])=[CH:53][CH:54]=2)[CH:49]([NH:60][C:2]2[CH:7]=[CH:6][CH:5]=[C:4]([CH3:8])[N:3]=2)[CH:48]([CH3:61])[CH:47]1[CH2:62][CH3:63])(=[O:45])[CH3:44], predict the reactants needed to synthesize it. The reactants are: Br[C:2]1[CH:7]=[CH:6][CH:5]=[C:4]([CH3:8])[N:3]=1.CN(C1C(C2C(P(C3CCCCC3)C3CCCCC3)=CC=CC=2)=CC=CC=1)C.CC(C)([O-])C.[Na+].[C:43]([N:46]1[C:55]2[C:50](=[CH:51][C:52]([C:56]([NH:58][CH3:59])=[O:57])=[CH:53][CH:54]=2)[CH:49]([NH2:60])[CH:48]([CH3:61])[CH:47]1[CH2:62][CH3:63])(=[O:45])[CH3:44]. (4) Given the product [F:14][C:4]1[CH:3]=[C:2]([C:29]2[CH:28]=[CH:27][CH:26]=[C:25]([N:24]([CH3:40])[C:23]([NH:22][CH2:15][CH2:16][CH2:17][CH2:18][CH2:19][CH2:20][CH3:21])=[O:41])[CH:30]=2)[CH:7]=[CH:6][C:5]=1[CH:8]=[CH:9][C:10]([O:12][CH3:13])=[O:11], predict the reactants needed to synthesize it. The reactants are: Br[C:2]1[CH:7]=[CH:6][C:5]([CH:8]=[CH:9][C:10]([O:12][CH3:13])=[O:11])=[C:4]([F:14])[CH:3]=1.[CH2:15]([NH:22][C:23](=[O:41])[N:24]([CH3:40])[C:25]1[CH:30]=[CH:29][CH:28]=[C:27](B2OC(C)(C)C(C)(C)O2)[CH:26]=1)[CH2:16][CH2:17][CH2:18][CH2:19][CH2:20][CH3:21].O.